From a dataset of Catalyst prediction with 721,799 reactions and 888 catalyst types from USPTO. Predict which catalyst facilitates the given reaction. (1) Reactant: C(OC([NH:11][CH2:12][C:13]1[O:17][C:16]([CH3:18])=[N:15][C:14]=1[C:19]([O:21][CH2:22][CH3:23])=[O:20])=O)C1C=CC=CC=1.[BrH:24].C(O)(=O)C. Product: [BrH:24].[BrH:24].[NH2:11][CH2:12][C:13]1[O:17][C:16]([CH3:18])=[N:15][C:14]=1[C:19]([O:21][CH2:22][CH3:23])=[O:20]. The catalyst class is: 13. (2) Reactant: [NH2:1][C@H:2]([C:15]([NH:17][C:18]1[CH:19]=[N:20][N:21]([CH3:24])[C:22]=1[NH2:23])=[O:16])[CH2:3][CH2:4][CH2:5][CH2:6][NH:7][C:8](=[O:14])[O:9][C:10]([CH3:13])([CH3:12])[CH3:11].C(N(CC)CC)C.[C:32](O[C:32]([O:34][C:35]([CH3:38])([CH3:37])[CH3:36])=[O:33])([O:34][C:35]([CH3:38])([CH3:37])[CH3:36])=[O:33]. Product: [NH2:23][C:22]1[N:21]([CH3:24])[N:20]=[CH:19][C:18]=1[NH:17][C:15]([C@@H:2]([NH:1][C:32](=[O:33])[O:34][C:35]([CH3:38])([CH3:37])[CH3:36])[CH2:3][CH2:4][CH2:5][CH2:6][NH:7][C:8](=[O:14])[O:9][C:10]([CH3:13])([CH3:12])[CH3:11])=[O:16]. The catalyst class is: 22. (3) Reactant: [CH3:1][C:2]1[N:7]=[C:6]([CH2:8][C:9]([O:11][CH2:12][CH3:13])=[O:10])[CH:5]=[CH:4][C:3]=1[N+:14]([O-])=O.[H][H]. Product: [NH2:14][C:3]1[CH:4]=[CH:5][C:6]([CH2:8][C:9]([O:11][CH2:12][CH3:13])=[O:10])=[N:7][C:2]=1[CH3:1]. The catalyst class is: 78. (4) Reactant: Cl[C:2]1[CH:3]=[CH:4][C:5]([N+:15]([O-:17])=[O:16])=[C:6]([CH:14]=1)[NH:7][C:8]1[CH:13]=[CH:12][CH:11]=[CH:10][CH:9]=1.[C:18]([N:21]1[CH2:26][CH2:25][NH:24][CH2:23][CH2:22]1)(=[O:20])[CH3:19].O. Product: [N+:15]([C:5]1[CH:4]=[CH:3][C:2]([N:24]2[CH2:25][CH2:26][N:21]([C:18](=[O:20])[CH3:19])[CH2:22][CH2:23]2)=[CH:14][C:6]=1[NH:7][C:8]1[CH:13]=[CH:12][CH:11]=[CH:10][CH:9]=1)([O-:17])=[O:16]. The catalyst class is: 16. (5) Reactant: [C:1]([O:5][C:6]([N:8]1[CH2:13][C@H:12]([CH2:14][CH3:15])[N:11]([CH2:16][C:17]([O:19]CC2C=CC=CC=2)=[O:18])[CH2:10][C@H:9]1[CH3:27])=[O:7])([CH3:4])([CH3:3])[CH3:2]. Product: [C:1]([O:5][C:6]([N:8]1[CH2:13][C@H:12]([CH2:14][CH3:15])[N:11]([CH2:16][C:17]([OH:19])=[O:18])[CH2:10][C@H:9]1[CH3:27])=[O:7])([CH3:2])([CH3:3])[CH3:4]. The catalyst class is: 19.